Dataset: NCI-60 drug combinations with 297,098 pairs across 59 cell lines. Task: Regression. Given two drug SMILES strings and cell line genomic features, predict the synergy score measuring deviation from expected non-interaction effect. (1) Drug 1: CC1OCC2C(O1)C(C(C(O2)OC3C4COC(=O)C4C(C5=CC6=C(C=C35)OCO6)C7=CC(=C(C(=C7)OC)O)OC)O)O. Drug 2: CC1=C(C(=CC=C1)Cl)NC(=O)C2=CN=C(S2)NC3=CC(=NC(=N3)C)N4CCN(CC4)CCO. Cell line: K-562. Synergy scores: CSS=75.6, Synergy_ZIP=0.727, Synergy_Bliss=-0.243, Synergy_Loewe=-1.84, Synergy_HSA=3.53. (2) Drug 1: C1CC(C1)(C(=O)O)C(=O)O.[NH2-].[NH2-].[Pt+2]. Drug 2: C1=CN(C=N1)CC(O)(P(=O)(O)O)P(=O)(O)O. Cell line: HCT-15. Synergy scores: CSS=3.36, Synergy_ZIP=0.0908, Synergy_Bliss=1.82, Synergy_Loewe=-0.000428, Synergy_HSA=-1.14.